Dataset: Full USPTO retrosynthesis dataset with 1.9M reactions from patents (1976-2016). Task: Predict the reactants needed to synthesize the given product. (1) Given the product [Br:1][C:2]1[CH:3]=[C:4]([C:24]2[N:33]([C:34]3[CH:39]=[CH:38][CH:37]=[CH:36][CH:35]=3)[C:28]3[CH:29]=[CH:30][CH:31]=[CH:32][C:27]=3[N:26]=2)[CH:5]=[C:6]([C:7]2[N:16]([C:17]3[CH:22]=[CH:21][CH:20]=[CH:19][CH:18]=3)[C:11]3[CH:12]=[CH:13][CH:14]=[CH:15][C:10]=3[N:9]=2)[CH:23]=1, predict the reactants needed to synthesize it. The reactants are: [Br:1][C:2]1[CH:3]=[C:4]([C:24]([NH:26][C:27]2[CH:32]=[CH:31][CH:30]=[CH:29][C:28]=2[NH:33][C:34]2[CH:39]=[CH:38][CH:37]=[CH:36][CH:35]=2)=O)[CH:5]=[C:6]([CH:23]=1)[C:7]([NH:9][C:10]1[CH:15]=[CH:14][CH:13]=[CH:12][C:11]=1[NH:16][C:17]1[CH:22]=[CH:21][CH:20]=[CH:19][CH:18]=1)=O.O=P(Cl)(Cl)Cl.C([O-])([O-])=O.[Na+].[Na+]. (2) Given the product [Br:2][C:3]1[CH:4]=[C:5]([O:12][CH2:19][CH3:20])[C:6]2[N:7]([CH:9]=[CH:10][N:11]=2)[CH:8]=1, predict the reactants needed to synthesize it. The reactants are: Cl.[Br:2][C:3]1[CH:4]=[C:5]([OH:12])[C:6]2[N:7]([CH:9]=[CH:10][N:11]=2)[CH:8]=1.C([O-])([O-])=O.[Cs+].[Cs+].[CH2:19](Br)[CH3:20].CCOC(C)=O.CCCCCCC.